Dataset: Forward reaction prediction with 1.9M reactions from USPTO patents (1976-2016). Task: Predict the product of the given reaction. (1) Given the reactants [CH2:1]([N:3]([CH2:34][CH3:35])[CH2:4]/[CH:5]=[CH:6]\[C:7]1[CH:12]=[C:11]([F:13])[CH:10]=[CH:9][C:8]=1[S:14]([NH:17][C:18]1[CH:26]=[CH:25][C:24]2[N:23]3[CH2:27][CH2:28][CH2:29][C:22]3=[CH:21][C:20]=2[C:19]=1[C:30]([O:32]C)=[O:31])(=[O:16])=[O:15])[CH3:2].O.[OH-].[Li+].C(O)=O.C(O)C, predict the reaction product. The product is: [CH2:34]([N:3]([CH2:1][CH3:2])[CH2:4]/[CH:5]=[CH:6]\[C:7]1[CH:12]=[C:11]([F:13])[CH:10]=[CH:9][C:8]=1[S:14]([NH:17][C:18]1[CH:26]=[CH:25][C:24]2[N:23]3[CH2:27][CH2:28][CH2:29][C:22]3=[CH:21][C:20]=2[C:19]=1[C:30]([OH:32])=[O:31])(=[O:15])=[O:16])[CH3:35]. (2) Given the reactants [NH2:1][C@@H:2]1[CH2:8][CH:7]=[CH:6][CH2:5][N:4]([O:9][CH2:10][C:11]2[CH:16]=[CH:15][CH:14]=[CH:13][CH:12]=2)[C:3]1=[O:17].[Cl:18][C:19]1[CH:35]=[CH:34][C:22]([O:23][C:24]2[CH:29]=[CH:28][C:27]([S:30](Cl)(=[O:32])=[O:31])=[CH:26][CH:25]=2)=[CH:21][CH:20]=1, predict the reaction product. The product is: [CH2:10]([O:9][N:4]1[CH2:5][CH:6]=[CH:7][CH2:8][C@@H:2]([NH:1][S:30]([C:27]2[CH:28]=[CH:29][C:24]([O:23][C:22]3[CH:34]=[CH:35][C:19]([Cl:18])=[CH:20][CH:21]=3)=[CH:25][CH:26]=2)(=[O:31])=[O:32])[C:3]1=[O:17])[C:11]1[CH:16]=[CH:15][CH:14]=[CH:13][CH:12]=1. (3) The product is: [CH2:1]([N:8]([CH2:9][C@H:10]1[CH2:19][C@@:18]23[CH2:20][CH2:21][C@:11]1([O:36][CH3:37])[C@@H:12]1[O:29][C:27]4=[C:28]5[C@@:13]12[CH2:14][CH2:15][N:16]([CH2:32][CH:33]1[CH2:35][CH2:34]1)[C@@H:17]3[CH2:22][C:23]5=[CH:24][CH:25]=[C:26]4[O:30][CH3:31])[S:46]([CH3:45])(=[O:48])=[O:47])[C:2]1[CH:3]=[CH:4][CH:5]=[CH:6][CH:7]=1. Given the reactants [CH2:1]([NH:8][CH2:9][C@H:10]1[CH2:19][C@@:18]23[CH2:20][CH2:21][C@:11]1([O:36][CH3:37])[C@@H:12]1[O:29][C:27]4=[C:28]5[C@@:13]12[CH2:14][CH2:15][N:16]([CH2:32][CH:33]1[CH2:35][CH2:34]1)[C@@H:17]3[CH2:22][C:23]5=[CH:24][CH:25]=[C:26]4[O:30][CH3:31])[C:2]1[CH:7]=[CH:6][CH:5]=[CH:4][CH:3]=1.C(N(CC)CC)C.[CH3:45][S:46](Cl)(=[O:48])=[O:47], predict the reaction product. (4) Given the reactants Cl[CH:2]([C:15]1[CH:20]=[CH:19][CH:18]=[CH:17][CH:16]=1)[C:3]([NH:5][C:6]1[CH:11]=[C:10]([Cl:12])[CH:9]=[C:8]([CH3:13])[C:7]=1[OH:14])=[O:4].C(=O)([O-])[O-].[K+].[K+].O.Cl, predict the reaction product. The product is: [Cl:12][C:10]1[CH:9]=[C:8]([CH3:13])[C:7]2[O:14][CH:2]([C:15]3[CH:20]=[CH:19][CH:18]=[CH:17][CH:16]=3)[C:3](=[O:4])[NH:5][C:6]=2[CH:11]=1.